Regression. Given two drug SMILES strings and cell line genomic features, predict the synergy score measuring deviation from expected non-interaction effect. From a dataset of NCI-60 drug combinations with 297,098 pairs across 59 cell lines. (1) Drug 1: CC1=CC2C(CCC3(C2CCC3(C(=O)C)OC(=O)C)C)C4(C1=CC(=O)CC4)C. Drug 2: CCC1(C2=C(COC1=O)C(=O)N3CC4=CC5=C(C=CC(=C5CN(C)C)O)N=C4C3=C2)O.Cl. Cell line: PC-3. Synergy scores: CSS=1.83, Synergy_ZIP=-3.15, Synergy_Bliss=-1.36, Synergy_Loewe=-20.9, Synergy_HSA=-4.33. (2) Drug 1: C1=NC2=C(N1)C(=S)N=CN2. Drug 2: COC1=NC(=NC2=C1N=CN2C3C(C(C(O3)CO)O)O)N. Cell line: HS 578T. Synergy scores: CSS=4.52, Synergy_ZIP=-1.13, Synergy_Bliss=0.580, Synergy_Loewe=-3.45, Synergy_HSA=-1.20. (3) Drug 1: C1=CN(C(=O)N=C1N)C2C(C(C(O2)CO)O)O.Cl. Drug 2: CN(CCCl)CCCl.Cl. Cell line: SK-OV-3. Synergy scores: CSS=16.3, Synergy_ZIP=-6.88, Synergy_Bliss=-3.00, Synergy_Loewe=0.807, Synergy_HSA=1.17.